This data is from Forward reaction prediction with 1.9M reactions from USPTO patents (1976-2016). The task is: Predict the product of the given reaction. (1) Given the reactants N[C:2]1[CH:7]=[CH:6][C:5]([OH:8])=[CH:4][CH:3]=1.[C:9]([O:13][C:14]([O:16]C(OC(C)(C)C)=O)=O)([CH3:12])([CH3:11])[CH3:10].C([N:27](C(C)C)CC)(C)C, predict the reaction product. The product is: [C:14]([C:2]1[CH:7]=[CH:6][C:5]([OH:8])=[C:4]([NH2:27])[CH:3]=1)([O:13][C:9]([CH3:12])([CH3:11])[CH3:10])=[O:16]. (2) Given the reactants [C-:1]#[N:2].[Na+].COC(=O)[C:7]([C:13]#[N:14])=[CH:8][CH2:9][CH:10]([CH3:12])[CH3:11], predict the reaction product. The product is: [CH2:9]([CH:8]([CH2:7][C:13]#[N:14])[C:1]#[N:2])[CH:10]([CH3:11])[CH3:12].